This data is from NCI-60 drug combinations with 297,098 pairs across 59 cell lines. The task is: Regression. Given two drug SMILES strings and cell line genomic features, predict the synergy score measuring deviation from expected non-interaction effect. (1) Drug 1: C(CC(=O)O)C(=O)CN.Cl. Drug 2: CN(C(=O)NC(C=O)C(C(C(CO)O)O)O)N=O. Cell line: CCRF-CEM. Synergy scores: CSS=19.3, Synergy_ZIP=2.04, Synergy_Bliss=0.862, Synergy_Loewe=-12.4, Synergy_HSA=0.676. (2) Drug 1: CCC1(C2=C(COC1=O)C(=O)N3CC4=CC5=C(C=CC(=C5CN(C)C)O)N=C4C3=C2)O.Cl. Drug 2: CC12CCC3C(C1CCC2OP(=O)(O)O)CCC4=C3C=CC(=C4)OC(=O)N(CCCl)CCCl.[Na+]. Cell line: HCC-2998. Synergy scores: CSS=33.0, Synergy_ZIP=-3.44, Synergy_Bliss=-5.27, Synergy_Loewe=-5.49, Synergy_HSA=-1.45. (3) Drug 1: CC1=C2C(C(=O)C3(C(CC4C(C3C(C(C2(C)C)(CC1OC(=O)C(C(C5=CC=CC=C5)NC(=O)OC(C)(C)C)O)O)OC(=O)C6=CC=CC=C6)(CO4)OC(=O)C)OC)C)OC. Synergy scores: CSS=55.8, Synergy_ZIP=9.89, Synergy_Bliss=8.04, Synergy_Loewe=-30.2, Synergy_HSA=6.47. Cell line: HCC-2998. Drug 2: CC1=C(C=C(C=C1)NC(=O)C2=CC=C(C=C2)CN3CCN(CC3)C)NC4=NC=CC(=N4)C5=CN=CC=C5. (4) Drug 1: CC1=C(C=C(C=C1)C(=O)NC2=CC(=CC(=C2)C(F)(F)F)N3C=C(N=C3)C)NC4=NC=CC(=N4)C5=CN=CC=C5. Drug 2: C1=NC2=C(N=C(N=C2N1C3C(C(C(O3)CO)O)F)Cl)N. Cell line: IGROV1. Synergy scores: CSS=-4.97, Synergy_ZIP=3.32, Synergy_Bliss=-0.835, Synergy_Loewe=-10.4, Synergy_HSA=-9.81.